Task: Predict the product of the given reaction.. Dataset: Forward reaction prediction with 1.9M reactions from USPTO patents (1976-2016) (1) Given the reactants [CH2:1]([O:5][C:6]([N:8]1[CH2:13][CH2:12][N:11]([C:14](=[O:41])[CH2:15][NH:16][C:17]([C:19]2[CH:28]=[C:27]([O:29][CH2:30][C:31]([O:33]CC3C=CC=CC=3)=[O:32])[C:26]3[C:21](=[CH:22][CH:23]=[CH:24][CH:25]=3)[N:20]=2)=[O:18])[CH2:10][CH2:9]1)=[O:7])[CH2:2][CH2:3][CH3:4], predict the reaction product. The product is: [CH2:1]([O:5][C:6]([N:8]1[CH2:9][CH2:10][N:11]([C:14](=[O:41])[CH2:15][NH:16][C:17]([C:19]2[CH:28]=[C:27]([O:29][CH2:30][C:31]([OH:33])=[O:32])[C:26]3[C:21](=[CH:22][CH:23]=[CH:24][CH:25]=3)[N:20]=2)=[O:18])[CH2:12][CH2:13]1)=[O:7])[CH2:2][CH2:3][CH3:4]. (2) Given the reactants [C:1]([O:5][C:6]([N:8]1[CH2:12][CH2:11][CH2:10][CH2:9]1)=[O:7])([CH3:4])([CH3:3])[CH3:2].C1C[C@H]2N(C[C@H]3[C@@H]4CCCCN4C[C@@H]2C3)CC1.[Li]C(CC)C.Br[C:36]1[CH:41]=[C:40]([F:42])[CH:39]=[CH:38][C:37]=1[F:43].[NH4+].[OH-], predict the reaction product. The product is: [F:42][C:40]1[CH:41]=[CH:36][C:37]([F:43])=[CH:38][C:39]=1[C@H:9]1[CH2:10][CH2:11][CH2:12][N:8]1[C:6]([O:5][C:1]([CH3:4])([CH3:2])[CH3:3])=[O:7]. (3) Given the reactants [O:1]1C2C=CC=CC=2[NH:4]C[CH2:2]1.S1C=CC([CH2:16][C:17]([OH:19])=[O:18])=C1.[CH3:20][CH2:21]N(C(C)C)C(C)C.C1C=CC2N(O)N=NC=2C=1.CCN=C=NCCCN(C)C.Cl, predict the reaction product. The product is: [NH3:4].[CH3:2][OH:1].[CH3:20][CH2:21][O:19][C:17]([CH3:16])=[O:18]. (4) Given the reactants [CH3:1][O:2][CH:3]1[CH2:20][N:19]([C:21]([O:23][C:24]([CH3:27])([CH3:26])[CH3:25])=[O:22])[CH2:18][CH2:17][C:4]21[C:8](=[O:9])[N:7]([C:10]1[CH2:11][O:12][C:13](=[O:16])[C:14]=1[CH3:15])[CH2:6][CH2:5]2, predict the reaction product. The product is: [CH3:1][O:2][CH:3]1[CH2:20][NH:19][CH2:18][CH2:17][C:4]21[C:8](=[O:9])[N:7]([C:10]1[CH2:11][O:12][C:13](=[O:16])[C:14]=1[CH3:15])[CH2:6][CH2:5]2.[OH:2][CH:3]1[CH2:20][N:19]([C:21]([O:23][C:24]([CH3:27])([CH3:26])[CH3:25])=[O:22])[CH2:18][CH2:17][C:4]21[C:8](=[O:9])[N:7]([C:10]1[CH2:11][O:12][C:13](=[O:16])[C:14]=1[CH3:15])[CH2:6][CH2:5]2.